Dataset: Full USPTO retrosynthesis dataset with 1.9M reactions from patents (1976-2016). Task: Predict the reactants needed to synthesize the given product. Given the product [C:17]([NH:18][C@H:19]1[CH2:23][CH2:22][N:21]([C:9]2[CH:8]=[CH:7][C:3]([C:4]([NH2:6])=[O:5])=[C:2]([NH:36][C:35]3[CH:37]=[CH:38][C:32]([N:30]4[CH2:29][CH:28]([CH3:40])[O:27][CH:26]([CH3:25])[CH2:31]4)=[C:33]([F:39])[CH:34]=3)[N:10]=2)[CH2:20]1)(=[O:24])[CH:41]=[CH2:42], predict the reactants needed to synthesize it. The reactants are: Cl[C:2]1[N:10]=[C:9](Cl)[CH:8]=[CH:7][C:3]=1[C:4]([NH2:6])=[O:5].C(O[C:17](=[O:24])[NH:18][C@H:19]1[CH2:23][CH2:22][NH:21][CH2:20]1)(C)(C)C.[CH3:25][CH:26]1[CH2:31][N:30]([C:32]2[CH:38]=[CH:37][C:35]([NH2:36])=[CH:34][C:33]=2[F:39])[CH2:29][CH:28]([CH3:40])[O:27]1.[C:41](O)(=O)[CH:42]=C.